This data is from NCI-60 drug combinations with 297,098 pairs across 59 cell lines. The task is: Regression. Given two drug SMILES strings and cell line genomic features, predict the synergy score measuring deviation from expected non-interaction effect. (1) Drug 1: CN1CCC(CC1)COC2=C(C=C3C(=C2)N=CN=C3NC4=C(C=C(C=C4)Br)F)OC. Drug 2: CC1=C(C=C(C=C1)NC(=O)C2=CC=C(C=C2)CN3CCN(CC3)C)NC4=NC=CC(=N4)C5=CN=CC=C5. Cell line: HCC-2998. Synergy scores: CSS=-4.64, Synergy_ZIP=0.250, Synergy_Bliss=-7.60, Synergy_Loewe=-12.8, Synergy_HSA=-11.3. (2) Drug 1: COC1=C(C=C2C(=C1)N=CN=C2NC3=CC(=C(C=C3)F)Cl)OCCCN4CCOCC4. Drug 2: C1C(C(OC1N2C=NC3=C2NC=NCC3O)CO)O. Cell line: 786-0. Synergy scores: CSS=17.6, Synergy_ZIP=-3.73, Synergy_Bliss=-4.45, Synergy_Loewe=-2.08, Synergy_HSA=-1.64. (3) Drug 1: C1CCN(CC1)CCOC2=CC=C(C=C2)C(=O)C3=C(SC4=C3C=CC(=C4)O)C5=CC=C(C=C5)O. Drug 2: C1=C(C(=O)NC(=O)N1)N(CCCl)CCCl. Cell line: SK-MEL-5. Synergy scores: CSS=16.8, Synergy_ZIP=6.25, Synergy_Bliss=7.43, Synergy_Loewe=0.636, Synergy_HSA=2.11.